Dataset: Catalyst prediction with 721,799 reactions and 888 catalyst types from USPTO. Task: Predict which catalyst facilitates the given reaction. Reactant: [C:1]([C:9]1[CH:17]=[CH:16][C:12]([C:13](O)=[O:14])=[CH:11][CH:10]=1)(=[O:8])[C:2]1[CH:7]=[CH:6][CH:5]=[CH:4][CH:3]=1.S(Cl)([Cl:20])=O.C1(C)C=CC=CC=1. Product: [C:1]([C:9]1[CH:17]=[CH:16][C:12]([C:13]([Cl:20])=[O:14])=[CH:11][CH:10]=1)(=[O:8])[C:2]1[CH:7]=[CH:6][CH:5]=[CH:4][CH:3]=1. The catalyst class is: 9.